From a dataset of Full USPTO retrosynthesis dataset with 1.9M reactions from patents (1976-2016). Predict the reactants needed to synthesize the given product. (1) Given the product [Cl:21][C:15]1[CH:14]=[C:13]([O:4][C@@H:2]2[CH2:9][CH2:8][CH2:7][C@@H:11]2[OH:10])[CH:20]=[CH:19][C:16]=1[C:17]#[N:18], predict the reactants needed to synthesize it. The reactants are: C[C:2](C)([O-:4])C.[K+].[CH2:7]1[CH2:11][O:10][CH2:9][CH2:8]1.F[C:13]1[CH:20]=[CH:19][C:16]([C:17]#[N:18])=[C:15]([Cl:21])[CH:14]=1.O. (2) Given the product [CH3:17][C:14]([O:13][C:11](=[O:12])[NH:10][C:9](=[N:8][C:6](=[O:7])[O:5][C:2]([CH3:4])([CH3:3])[CH3:1])[N:18]1[CH2:19][CH2:20][NH:21][CH2:22][CH2:23]1)([CH3:15])[CH3:16], predict the reactants needed to synthesize it. The reactants are: [CH3:1][C:2]([O:5][C:6]([NH:8][C:9]([N:18]1[CH2:23][CH2:22][N:21](C(OCC2C=CC=CC=2)=O)[CH2:20][CH2:19]1)=[N:10][C:11]([O:13][C:14]([CH3:17])([CH3:16])[CH3:15])=[O:12])=[O:7])([CH3:4])[CH3:3]. (3) Given the product [N:40]1([CH2:44][C@@H:45]([N:49]([CH3:50])[C:6](=[O:8])[C:5]2[CH:4]=[CH:3][C:2]([Cl:1])=[CH:10][CH:9]=2)[CH:46]([CH3:47])[CH3:11])[CH2:41][CH2:42][CH2:43]1, predict the reactants needed to synthesize it. The reactants are: [Cl:1][C:2]1[CH:10]=[CH:9][C:5]([C:6]([OH:8])=O)=[CH:4][CH:3]=1.[CH3:11]N(C(ON1N=NC2C=CC=CC1=2)=[N+](C)C)C.[B-](F)(F)(F)F.CN1CCOCC1.[N:40]1([CH2:44][C@@H:45]([NH:49][CH3:50])[CH2:46][CH2:47]C)[CH2:43][CH2:42][CH2:41]1. (4) Given the product [CH3:3][N:2]([CH2:4][C:5]1[N:6]([C:10]2[CH:11]=[C:12]([NH:20][C:21](=[O:40])[C:22]3[CH:27]=[CH:26][C:25]([CH3:28])=[C:24]([C:29]#[C:30][C:31]4[N:35]5[CH:36]=[CH:37][CH:41]=[CH:39][C:34]5=[N:33][CH:32]=4)[CH:23]=3)[CH:13]=[C:14]([C:16]([F:17])([F:18])[F:19])[CH:15]=2)[CH:7]=[CH:8][N:9]=1)[CH3:1], predict the reactants needed to synthesize it. The reactants are: [CH3:1][N:2]([CH2:4][C:5]1[N:6]([C:10]2[CH:11]=[C:12]([NH:20][C:21](=[O:40])[C:22]3[CH:27]=[CH:26][C:25]([CH3:28])=[C:24]([C:29]#[C:30][C:31]4[N:35]5[CH:36]=[CH:37]N=[CH:39][C:34]5=[N:33][CH:32]=4)[CH:23]=3)[CH:13]=[C:14]([C:16]([F:19])([F:18])[F:17])[CH:15]=2)[CH:7]=[CH:8][N:9]=1)[CH3:3].[CH3:41]CN(C(C)C)C(C)C. (5) Given the product [F:1][C:2]1[CH:7]=[CH:6][C:5]([CH3:8])=[CH:4][C:3]=1[O:9][CH2:18][CH2:17][C:16]([OH:20])=[O:19], predict the reactants needed to synthesize it. The reactants are: [F:1][C:2]1[CH:7]=[CH:6][C:5]([CH3:8])=[CH:4][C:3]=1[OH:9].CC(C)([O-])C.[K+].[C:16]1(=[O:20])[O:19][CH2:18][CH2:17]1. (6) Given the product [F:36][C:37]([F:42])([CH3:41])[C:38]([NH:1][C:2]1[CH:7]=[CH:6][CH:5]=[CH:4][C:3]=1[NH:8][C:9]1[N:10]=[C:11]([N:30]2[CH2:35][CH2:34][O:33][CH2:32][CH2:31]2)[C:12]2[N:18]=[C:17]([CH2:19][N:20]3[CH2:21][CH2:22][CH:23]([C:26]([OH:29])([CH3:28])[CH3:27])[CH2:24][CH2:25]3)[CH:16]=[CH:15][C:13]=2[N:14]=1)=[O:39], predict the reactants needed to synthesize it. The reactants are: [NH2:1][C:2]1[CH:7]=[CH:6][CH:5]=[CH:4][C:3]=1[NH:8][C:9]1[N:10]=[C:11]([N:30]2[CH2:35][CH2:34][O:33][CH2:32][CH2:31]2)[C:12]2[N:18]=[C:17]([CH2:19][N:20]3[CH2:25][CH2:24][CH:23]([C:26]([OH:29])([CH3:28])[CH3:27])[CH2:22][CH2:21]3)[CH:16]=[CH:15][C:13]=2[N:14]=1.[F:36][C:37]([F:42])([CH3:41])[C:38](O)=[O:39].F[P-](F)(F)(F)(F)F.N1(OC(N(C)C)=[N+](C)C)C2N=CC=CC=2N=N1.CCN(C(C)C)C(C)C.